From a dataset of Catalyst prediction with 721,799 reactions and 888 catalyst types from USPTO. Predict which catalyst facilitates the given reaction. (1) The catalyst class is: 5. Product: [ClH:24].[NH2:31][CH:27]1[CH2:28][CH2:29][CH2:30][N:25]([C:6]2[N:5]([CH2:1][C:2]#[C:3][CH3:4])[C:13]3[C:12](=[O:14])[N:11]([CH2:15][C:16]4[CH:21]=[CH:20][CH:19]=[CH:18][C:17]=4[C:22]#[N:23])[C:10]([O:40][CH3:39])=[N:9][C:8]=3[N:7]=2)[CH2:26]1. Reactant: [CH2:1]([N:5]1[C:13]2[C:12](=[O:14])[N:11]([CH2:15][C:16]3[CH:21]=[CH:20][CH:19]=[CH:18][C:17]=3[C:22]#[N:23])[C:10]([Cl:24])=[N:9][C:8]=2[N:7]=[C:6]1[N:25]1[CH2:30][CH2:29][CH2:28][CH:27]([NH:31]C(=O)OC(C)(C)C)[CH2:26]1)[C:2]#[C:3][CH3:4].[C:39](=O)([O-])[O-:40].[K+].[K+].Cl.NC1CCCN(C2N(CC#CC)C3C(=O)N(CC4C=CC=CC=4C#N)C(C#N)=NC=3N=2)C1. (2) Reactant: [Br:1][C:2]1[CH:3]=[C:4]([N:9]2[CH2:14][CH2:13][O:12][CH2:11][CH2:10]2)[C:5](F)=[N:6][CH:7]=1.[CH3:15][O-:16].[Na+]. Product: [Br:1][C:2]1[CH:3]=[C:4]([N:9]2[CH2:14][CH2:13][O:12][CH2:11][CH2:10]2)[C:5]([O:16][CH3:15])=[N:6][CH:7]=1. The catalyst class is: 12. (3) Reactant: C(N(CC)CC)C.[Br:8][C:9]1[CH:14]=[CH:13][C:12]([N:15]([CH2:27][CH2:28][OH:29])[C:16]([C:18]2[C:19]([Cl:26])=[N:20][C:21]([CH3:25])=[N:22][C:23]=2Cl)=[O:17])=[CH:11][CH:10]=1. Product: [Br:8][C:9]1[CH:14]=[CH:13][C:12]([N:15]2[C:16](=[O:17])[C:18]3[C:19]([Cl:26])=[N:20][C:21]([CH3:25])=[N:22][C:23]=3[O:29][CH2:28][CH2:27]2)=[CH:11][CH:10]=1. The catalyst class is: 10. (4) Reactant: [OH:1][C:2]1[CH:6]=[C:5]([C:7]([O:9][CH3:10])=[O:8])[N:4]([CH3:11])[N:3]=1.I[CH2:13][CH3:14].C(=O)([O-])[O-].[K+].[K+]. Product: [CH2:13]([O:1][C:2]1[CH:6]=[C:5]([C:7]([O:9][CH3:10])=[O:8])[N:4]([CH3:11])[N:3]=1)[CH3:14]. The catalyst class is: 9. (5) Reactant: [CH2:1]([O:8][C:9](/[N:11]=[C:12](/[C:18]([F:21])([F:20])[F:19])\[C:13]([O:15][CH2:16][CH3:17])=[O:14])=[O:10])[C:2]1[CH:7]=[CH:6][CH:5]=[CH:4][CH:3]=1.[BH4-].[Na+]. Product: [CH2:1]([O:8][C:9]([NH:11][C@H:12]([C:13]([O:15][CH2:16][CH3:17])=[O:14])[C:18]([F:19])([F:20])[F:21])=[O:10])[C:2]1[CH:3]=[CH:4][CH:5]=[CH:6][CH:7]=1. The catalyst class is: 27. (6) Reactant: [NH2:1][C@H:2]([C:6]([OH:8])=[O:7])[CH:3]([CH3:5])[CH3:4].C([O-])(O)=O.[Na+].[CH3:14][O:15][C:16](Cl)=[O:17]. The catalyst class is: 6. Product: [CH3:14][O:15][C:16]([NH:1][C@H:2]([CH:3]([CH3:5])[CH3:4])[C:6]([OH:8])=[O:7])=[O:17]. (7) Reactant: C([N:8]1[CH2:12][C@H:11]([C:13]2[CH:18]=[C:17]([F:19])[C:16]([F:20])=[CH:15][C:14]=2[F:21])[C@@H:10]([NH:22][C:23](=[O:29])[O:24][C:25]([CH3:28])([CH3:27])[CH3:26])[CH2:9]1)C1C=CC=CC=1.Cl[C:31]1[CH:36]=[C:35]([Cl:37])[N:34]=[CH:33][N:32]=1. Product: [F:21][C:14]1[CH:15]=[C:16]([F:20])[C:17]([F:19])=[CH:18][C:13]=1[C@H:11]1[CH2:12][N:8]([C:31]2[CH:36]=[C:35]([Cl:37])[N:34]=[CH:33][N:32]=2)[CH2:9][C@@H:10]1[NH:22][C:23](=[O:29])[O:24][C:25]([CH3:27])([CH3:26])[CH3:28]. The catalyst class is: 57.